Dataset: Catalyst prediction with 721,799 reactions and 888 catalyst types from USPTO. Task: Predict which catalyst facilitates the given reaction. (1) Reactant: [F:1][CH:2]([F:15])[CH2:3][CH2:4][O:5][C:6]1[CH:11]=[C:10]([C:12]#[CH:13])[CH:9]=[CH:8][C:7]=1[F:14].CN([CH:19]=[O:20])C. Product: [F:1][CH:2]([F:15])[O:20][C:19]1[CH:8]=[CH:7][C:6]([C:13]#[C:12][C:10]2[CH:9]=[CH:8][C:7]([F:14])=[C:6]([O:5][CH2:4][CH2:3][CH:2]([F:1])[F:15])[CH:11]=2)=[CH:11][C:10]=1[CH2:12][CH3:13]. The catalyst class is: 778. (2) Reactant: C([O:8][C:9](=[O:23])[C@H:10]1[CH2:14][C@H:13]([F:15])[CH2:12][N:11]1[C:16]([O:18][C:19]([CH3:22])([CH3:21])[CH3:20])=[O:17])C1C=CC=CC=1. Product: [C:19]([O:18][C:16]([N:11]1[CH2:12][C@@H:13]([F:15])[CH2:14][C@H:10]1[C:9]([OH:23])=[O:8])=[O:17])([CH3:22])([CH3:20])[CH3:21]. The catalyst class is: 43. (3) Reactant: [Si]([O:18][C:19]1[CH:51]=[CH:50][C:22]([O:23][CH2:24][C@@H:25]([OH:49])[CH2:26][NH:27][CH2:28][CH2:29][C:30]2[CH:35]=[CH:34][C:33]([N:36]3[C:40]4=[N:41][CH:42]=[CH:43][CH:44]=[C:39]4[N:38]([C:45]([CH3:47])=[CH2:46])[C:37]3=[O:48])=[CH:32][CH:31]=2)=[CH:21][CH:20]=1)(C(C)(C)C)(C1C=CC=CC=1)C1C=CC=CC=1. Product: [OH:49][C@H:25]([CH2:24][O:23][C:22]1[CH:50]=[CH:51][C:19]([OH:18])=[CH:20][CH:21]=1)[CH2:26][NH:27][CH2:28][CH2:29][C:30]1[CH:35]=[CH:34][C:33]([N:36]2[C:40]3=[N:41][CH:42]=[CH:43][CH:44]=[C:39]3[N:38]([C:45]([CH3:47])=[CH2:46])[C:37]2=[O:48])=[CH:32][CH:31]=1. The catalyst class is: 147. (4) The catalyst class is: 190. Product: [C:1]([O:5][C:6](=[O:19])[CH2:7][C:8]1([CH2:15][NH2:16])[CH2:14][CH:13]2[CH:9]1[CH:10]=[CH:11][CH2:12]2)([CH3:2])([CH3:4])[CH3:3]. Reactant: [C:1]([O:5][C:6](=[O:19])[CH2:7][C:8]1([CH2:15][N+:16]([O-])=O)[CH2:14][CH:13]2[CH:9]1[CH:10]=[CH:11][CH2:12]2)([CH3:4])([CH3:3])[CH3:2].[Cl-].[NH4+].